From a dataset of NCI-60 drug combinations with 297,098 pairs across 59 cell lines. Regression. Given two drug SMILES strings and cell line genomic features, predict the synergy score measuring deviation from expected non-interaction effect. (1) Drug 1: C1CNP(=O)(OC1)N(CCCl)CCCl. Drug 2: C1C(C(OC1N2C=NC3=C2NC=NCC3O)CO)O. Cell line: HL-60(TB). Synergy scores: CSS=-3.15, Synergy_ZIP=0.841, Synergy_Bliss=-2.17, Synergy_Loewe=-12.9, Synergy_HSA=-7.99. (2) Drug 2: CC12CCC3C(C1CCC2O)C(CC4=C3C=CC(=C4)O)CCCCCCCCCS(=O)CCCC(C(F)(F)F)(F)F. Drug 1: COC1=C(C=C2C(=C1)N=CN=C2NC3=CC(=C(C=C3)F)Cl)OCCCN4CCOCC4. Cell line: SNB-75. Synergy scores: CSS=28.5, Synergy_ZIP=-8.10, Synergy_Bliss=-1.11, Synergy_Loewe=-0.387, Synergy_HSA=1.05. (3) Drug 1: CC=C1C(=O)NC(C(=O)OC2CC(=O)NC(C(=O)NC(CSSCCC=C2)C(=O)N1)C(C)C)C(C)C. Synergy scores: CSS=68.5, Synergy_ZIP=-1.55, Synergy_Bliss=-2.07, Synergy_Loewe=-3.04, Synergy_HSA=-0.223. Drug 2: C1=NC(=NC(=O)N1C2C(C(C(O2)CO)O)O)N. Cell line: HL-60(TB). (4) Drug 1: CC1CCC2CC(C(=CC=CC=CC(CC(C(=O)C(C(C(=CC(C(=O)CC(OC(=O)C3CCCCN3C(=O)C(=O)C1(O2)O)C(C)CC4CCC(C(C4)OC)O)C)C)O)OC)C)C)C)OC. Drug 2: CC1CCCC2(C(O2)CC(NC(=O)CC(C(C(=O)C(C1O)C)(C)C)O)C(=CC3=CSC(=N3)C)C)C. Cell line: HCT116. Synergy scores: CSS=70.5, Synergy_ZIP=0.329, Synergy_Bliss=-1.10, Synergy_Loewe=-6.29, Synergy_HSA=1.53. (5) Drug 1: C1=CC(=CC=C1CCCC(=O)O)N(CCCl)CCCl. Drug 2: CC1=C2C(C(=O)C3(C(CC4C(C3C(C(C2(C)C)(CC1OC(=O)C(C(C5=CC=CC=C5)NC(=O)C6=CC=CC=C6)O)O)OC(=O)C7=CC=CC=C7)(CO4)OC(=O)C)O)C)OC(=O)C. Cell line: OVCAR-4. Synergy scores: CSS=0.651, Synergy_ZIP=-8.57, Synergy_Bliss=-10.7, Synergy_Loewe=-44.6, Synergy_HSA=-11.1. (6) Drug 1: C1CN1P(=S)(N2CC2)N3CC3. Drug 2: CC12CCC3C(C1CCC2OP(=O)(O)O)CCC4=C3C=CC(=C4)OC(=O)N(CCCl)CCCl.[Na+]. Cell line: EKVX. Synergy scores: CSS=3.23, Synergy_ZIP=2.73, Synergy_Bliss=8.39, Synergy_Loewe=1.14, Synergy_HSA=3.16. (7) Drug 1: COC1=CC(=CC(=C1O)OC)C2C3C(COC3=O)C(C4=CC5=C(C=C24)OCO5)OC6C(C(C7C(O6)COC(O7)C8=CC=CS8)O)O. Drug 2: CC1=C(C=C(C=C1)C(=O)NC2=CC(=CC(=C2)C(F)(F)F)N3C=C(N=C3)C)NC4=NC=CC(=N4)C5=CN=CC=C5. Cell line: HCC-2998. Synergy scores: CSS=31.6, Synergy_ZIP=6.62, Synergy_Bliss=11.1, Synergy_Loewe=-2.70, Synergy_HSA=6.04. (8) Drug 1: C1CCC(C(C1)N)N.C(=O)(C(=O)[O-])[O-].[Pt+4]. Drug 2: COCCOC1=C(C=C2C(=C1)C(=NC=N2)NC3=CC=CC(=C3)C#C)OCCOC.Cl. Cell line: M14. Synergy scores: CSS=16.1, Synergy_ZIP=-7.02, Synergy_Bliss=-3.20, Synergy_Loewe=-3.04, Synergy_HSA=-1.42. (9) Drug 1: C1=CC(=CC=C1C#N)C(C2=CC=C(C=C2)C#N)N3C=NC=N3. Drug 2: C(CCl)NC(=O)N(CCCl)N=O. Cell line: SF-268. Synergy scores: CSS=14.8, Synergy_ZIP=-5.46, Synergy_Bliss=-4.25, Synergy_Loewe=-2.53, Synergy_HSA=-2.87.